Dataset: Forward reaction prediction with 1.9M reactions from USPTO patents (1976-2016). Task: Predict the product of the given reaction. (1) Given the reactants [OH:1][CH:2]1[CH2:20][CH:19]2[N:4]([C:5](=[O:39])[CH:6]([NH:31][C:32]([O:34][C:35]([CH3:38])([CH3:37])[CH3:36])=[O:33])[CH2:7][CH2:8][CH2:9][CH2:10][CH2:11][CH:12]=[CH:13][CH:14]3[C:16]([C:22]([NH:24][S:25]([CH:28]4[CH2:30][CH2:29]4)(=[O:27])=[O:26])=[O:23])([NH:17][C:18]2=[O:21])[CH2:15]3)[CH2:3]1.[C:40]([CH2:43][C:44]1[CH:52]=[CH:51][C:47]([C:48](Cl)=[O:49])=[CH:46][CH:45]=1)([OH:42])=[O:41], predict the reaction product. The product is: [C:40]([CH2:43][C:44]1[CH:52]=[CH:51][C:47]([C:48]([O:1][CH:2]2[CH2:20][CH:19]3[N:4]([C:5](=[O:39])[CH:6]([NH:31][C:32]([O:34][C:35]([CH3:36])([CH3:38])[CH3:37])=[O:33])[CH2:7][CH2:8][CH2:9][CH2:10][CH2:11][CH:12]=[CH:13][CH:14]4[C:16]([C:22]([NH:24][S:25]([CH:28]5[CH2:30][CH2:29]5)(=[O:27])=[O:26])=[O:23])([NH:17][C:18]3=[O:21])[CH2:15]4)[CH2:3]2)=[O:49])=[CH:46][CH:45]=1)([OH:42])=[O:41]. (2) The product is: [CH3:14][C:2]1([CH3:1])[C@@H:4]([C:5]2[CH:6]=[CH:7][CH:8]=[CH:9][CH:10]=2)[C@@H:3]1[C:11]([NH:15][C:16]1[S:17][C:18]([CH3:21])=[CH:19][N:20]=1)=[O:13]. Given the reactants [CH3:1][C:2]1([CH3:14])[C@@H:4]([C:5]2[CH:10]=[CH:9][CH:8]=[CH:7][CH:6]=2)[C@@H:3]1[C:11]([OH:13])=O.[NH2:15][C:16]1[S:17][C:18]([CH3:21])=[CH:19][N:20]=1, predict the reaction product. (3) Given the reactants FC(F)(F)S(O[C:7]([C:9]1[S:10][CH:11]=[C:12]([CH2:14][O:15][Si:16]([C:19]([CH3:22])([CH3:21])[CH3:20])([CH3:18])[CH3:17])[N:13]=1)=[CH2:8])(=O)=O.[N:25]1[CH:30]=[C:29](B(O)O)[CH:28]=[N:27][CH:26]=1.C(=O)([O-])[O-].[Na+].[Na+].C(Cl)Cl, predict the reaction product. The product is: [Si:16]([O:15][CH2:14][C:12]1[N:13]=[C:9]([C:7]([C:29]2[CH:30]=[N:25][CH:26]=[N:27][CH:28]=2)=[CH2:8])[S:10][CH:11]=1)([C:19]([CH3:22])([CH3:21])[CH3:20])([CH3:18])[CH3:17]. (4) Given the reactants [NH2:1][C:2]1[C:7]([F:8])=[CH:6][C:5]([OH:9])=[C:4]([Cl:10])[CH:3]=1.[Cl:11][C:12]1[CH:17]=[C:16](Cl)[CH:15]=[CH:14][N:13]=1.C([O-])([O-])=O.[K+].[K+].O, predict the reaction product. The product is: [Cl:10][C:4]1[C:5]([O:9][C:16]2[CH:15]=[CH:14][N:13]=[C:12]([Cl:11])[CH:17]=2)=[CH:6][C:7]([F:8])=[C:2]([NH2:1])[CH:3]=1. (5) Given the reactants Cl[CH:2]1[C:7]2[CH:8]=[CH:9][N:10]([CH:11]3[CH2:15][CH2:14][CH2:13][CH2:12]3)[C:6]=2[C:5]([C:16]([O:18][CH3:19])=[O:17])=[CH:4][NH:3]1.[CH3:20][O-:21].[Na+], predict the reaction product. The product is: [CH:11]1([N:10]2[C:6]3[C:5]([C:16]([O:18][CH3:19])=[O:17])=[CH:4][NH:3][CH:2]([O:21][CH3:20])[C:7]=3[CH:8]=[CH:9]2)[CH2:15][CH2:14][CH2:13][CH2:12]1. (6) Given the reactants [C:1]([C:4]1[CH:5]=[C:6]([CH:9]=[CH:10][CH:11]=1)[CH:7]=[O:8])([OH:3])=O.[NH2:12][C@@H:13]([CH2:26][CH:27]1[CH2:32][CH2:31][CH2:30][CH2:29][CH2:28]1)[CH2:14][N:15]([CH3:25])[C:16](=[O:24])[O:17][CH2:18][CH2:19][Si:20]([CH3:23])([CH3:22])[CH3:21].C(Cl)CCl.CCN(C(C)C)C(C)C, predict the reaction product. The product is: [CH:27]1([CH2:26][C@H:13]([NH:12][C:1](=[O:3])[C:4]2[CH:11]=[CH:10][CH:9]=[C:6]([CH:7]=[O:8])[CH:5]=2)[CH2:14][N:15]([CH3:25])[C:16](=[O:24])[O:17][CH2:18][CH2:19][Si:20]([CH3:22])([CH3:21])[CH3:23])[CH2:28][CH2:29][CH2:30][CH2:31][CH2:32]1. (7) Given the reactants [OH:1][NH:2][C:3]([C:5]1[CH:13]=[CH:12][C:11]2[NH:10][C:9]3[CH:14]([CH2:17][C:18]([O:20][CH2:21][CH3:22])=[O:19])[CH2:15][CH2:16][C:8]=3[C:7]=2[CH:6]=1)=[NH:4].[Br:23][C:24]1[CH:25]=[N:26][CH:27]=[C:28]([CH:32]=1)[C:29](O)=O.CCCP(O)(O)=O.O, predict the reaction product. The product is: [Br:23][C:24]1[CH:32]=[C:28]([C:29]2[O:1][N:2]=[C:3]([C:5]3[CH:13]=[CH:12][C:11]4[NH:10][C:9]5[CH:14]([CH2:17][C:18]([O:20][CH2:21][CH3:22])=[O:19])[CH2:15][CH2:16][C:8]=5[C:7]=4[CH:6]=3)[N:4]=2)[CH:27]=[N:26][CH:25]=1. (8) Given the reactants [Cl:1][C:2]1[CH:3]=[C:4]2[C:9](=[CH:10][C:11]=1[CH2:12][CH2:13][C:14]([CH3:17])([CH3:16])[CH3:15])[O:8][CH:7]([C:18]([F:21])([F:20])[F:19])[C:6]([C:22]([OH:24])=[O:23])=[CH:5]2.C1([C@H](N)C)C2C(=CC=CC=2)C=CC=1, predict the reaction product. The product is: [Cl:1][C:2]1[CH:3]=[C:4]2[C:9](=[CH:10][C:11]=1[CH2:12][CH2:13][C:14]([CH3:17])([CH3:15])[CH3:16])[O:8][C@@H:7]([C:18]([F:21])([F:19])[F:20])[C:6]([C:22]([OH:24])=[O:23])=[CH:5]2. (9) Given the reactants [CH:1]([C@@H:4]1[CH2:9][CH2:8][C@@H:7]([CH3:10])[CH2:6][C@@H:5]1[C:11]#[N:12])([CH3:3])[CH3:2].[OH:13]O.[OH-].[Na+], predict the reaction product. The product is: [CH:1]([C@@H:4]1[CH2:9][CH2:8][C@@H:7]([CH3:10])[CH2:6][C@@H:5]1[C:11]([NH2:12])=[O:13])([CH3:3])[CH3:2].